This data is from Peptide-MHC class I binding affinity with 185,985 pairs from IEDB/IMGT. The task is: Regression. Given a peptide amino acid sequence and an MHC pseudo amino acid sequence, predict their binding affinity value. This is MHC class I binding data. The peptide sequence is LHDAIMVEL. The MHC is HLA-B46:01 with pseudo-sequence HLA-B46:01. The binding affinity (normalized) is 0.0847.